Predict which catalyst facilitates the given reaction. From a dataset of Catalyst prediction with 721,799 reactions and 888 catalyst types from USPTO. (1) Reactant: [N+:1]([C:4]1[CH:5]=[C:6]2[C:10](=[CH:11][CH:12]=1)[N:9]([CH2:13][CH2:14][CH3:15])[N:8]=[C:7]2[NH2:16])([O-])=O.[C:17]1([C:23]2[O:24][C:25]([C:31]([F:34])([F:33])[F:32])=[C:26]([C:28](O)=[O:29])[N:27]=2)[CH:22]=[CH:21][CH:20]=[CH:19][CH:18]=1.CCN=C=NCCCN(C)C. Product: [NH2:16][C:7]1[C:6]2[C:10](=[CH:11][CH:12]=[C:4]([NH:1][C:28]([C:26]3[N:27]=[C:23]([C:17]4[CH:22]=[CH:21][CH:20]=[CH:19][CH:18]=4)[O:24][C:25]=3[C:31]([F:33])([F:34])[F:32])=[O:29])[CH:5]=2)[N:9]([CH2:13][CH2:14][CH3:15])[N:8]=1. The catalyst class is: 50. (2) Reactant: [F:1][C:2]1[CH:10]=[CH:9][C:8]([C:11]2[C:12]([CH2:31][C:32]([O:34][CH3:35])=[O:33])=[CH:13][C:14]3[O:18][C:17]([C:19]4[CH:24]=[CH:23][C:22]([F:25])=[CH:21][CH:20]=4)=[C:16]([C:26](=[O:29])[NH:27][CH3:28])[C:15]=3[CH:30]=2)=[CH:7][C:3]=1[C:4](O)=[O:5].Cl.[C:37]12([NH2:42])[CH2:41][CH:39]([CH2:40]1)[CH2:38]2.CCN(C(C)C)C(C)C.CN(C(ON1N=NC2C=CC=NC1=2)=[N+](C)C)C.F[P-](F)(F)(F)(F)F. Product: [C:37]12([NH:42][C:4]([C:3]3[CH:7]=[C:8]([C:11]4[C:12]([CH2:31][C:32]([O:34][CH3:35])=[O:33])=[CH:13][C:14]5[O:18][C:17]([C:19]6[CH:20]=[CH:21][C:22]([F:25])=[CH:23][CH:24]=6)=[C:16]([C:26](=[O:29])[NH:27][CH3:28])[C:15]=5[CH:30]=4)[CH:9]=[CH:10][C:2]=3[F:1])=[O:5])[CH2:41][CH:39]([CH2:40]1)[CH2:38]2. The catalyst class is: 18. (3) Reactant: Cl.[CH:2]1([C:5]2[N:6]=[CH:7][C:8]([O:11][C@@H:12]3[CH2:22][N:15]4[C:16](=[O:21])[CH2:17][CH2:18][NH:19][CH2:20][C@H:14]4[CH2:13]3)=[N:9][CH:10]=2)[CH2:4][CH2:3]1.C(N(CC)CC)C.[F:30][C:31]([F:43])([F:42])[C:32]1[CH:37]=[CH:36][C:35]([S:38](Cl)(=[O:40])=[O:39])=[CH:34][CH:33]=1. Product: [CH:2]1([C:5]2[N:6]=[CH:7][C:8]([O:11][C@@H:12]3[CH2:22][N:15]4[C:16](=[O:21])[CH2:17][CH2:18][N:19]([S:38]([C:35]5[CH:34]=[CH:33][C:32]([C:31]([F:30])([F:42])[F:43])=[CH:37][CH:36]=5)(=[O:40])=[O:39])[CH2:20][C@H:14]4[CH2:13]3)=[N:9][CH:10]=2)[CH2:4][CH2:3]1. The catalyst class is: 4. (4) Reactant: C([Mg]Cl)(C)C.[O:6]1[C:14]2[CH:13]=[CH:12][N:11]=[CH:10][C:9]=2[N:8]=[CH:7]1.[C:15]([O:19][C:20]([N:22]1[CH2:27][CH2:26][CH:25]([CH2:28][CH:29]=[O:30])[CH2:24][CH2:23]1)=[O:21])([CH3:18])([CH3:17])[CH3:16]. Product: [C:15]([O:19][C:20]([N:22]1[CH2:27][CH2:26][CH:25]([CH2:28][CH:29]([OH:30])[C:7]2[O:6][C:14]3[CH:13]=[CH:12][N:11]=[CH:10][C:9]=3[N:8]=2)[CH2:24][CH2:23]1)=[O:21])([CH3:18])([CH3:17])[CH3:16]. The catalyst class is: 1. (5) Reactant: [CH:1]1([CH:6]=[C:7]([C:17]2[NH:25][C:20]3=[N:21][CH:22]=[CH:23][CH:24]=[C:19]3[CH:18]=2)[C:8]2[CH:9]=[N:10][C:11]([O:14][CH2:15][CH3:16])=[CH:12][CH:13]=2)[CH2:5][CH2:4][CH2:3][CH2:2]1. Product: [CH:1]1([CH2:6][CH:7]([C:17]2[NH:25][C:20]3=[N:21][CH:22]=[CH:23][CH:24]=[C:19]3[CH:18]=2)[C:8]2[CH:9]=[N:10][C:11]([O:14][CH2:15][CH3:16])=[CH:12][CH:13]=2)[CH2:5][CH2:4][CH2:3][CH2:2]1. The catalyst class is: 43. (6) Reactant: COC1C=CC(C[O:8][CH2:9][C:10]([O:12][CH2:13][NH:14][C:15]([C:17]2[CH:22]=[C:21]([CH3:23])[C:20]([CH:24]([C:35]3[CH:40]=[C:39]([F:41])[CH:38]=[CH:37][C:36]=3[F:42])[S:25]([C:28]3[CH:33]=[CH:32][C:31]([F:34])=[CH:30][CH:29]=3)(=[O:27])=[O:26])=[CH:19][N:18]=2)=[O:16])=[O:11])=CC=1.ClC1C(=O)C(C#N)=C(C#N)C(=O)C=1Cl.O. Product: [OH:8][CH2:9][C:10]([O:12][CH2:13][NH:14][C:15]([C:17]1[CH:22]=[C:21]([CH3:23])[C:20]([CH:24]([C:35]2[CH:40]=[C:39]([F:41])[CH:38]=[CH:37][C:36]=2[F:42])[S:25]([C:28]2[CH:29]=[CH:30][C:31]([F:34])=[CH:32][CH:33]=2)(=[O:26])=[O:27])=[CH:19][N:18]=1)=[O:16])=[O:11]. The catalyst class is: 46. (7) The catalyst class is: 30. Reactant: O.[OH-].[Li+].[NH2:4][C:5]1[S:6][CH:7]=[C:8]2[C:13]=1[C:12](=[O:14])[N:11]([C:15]1[CH:20]=[CH:19][C:18]([Cl:21])=[CH:17][CH:16]=1)[N:10]=[C:9]2[C:22]([O:24]CC)=[O:23].Cl. Product: [NH2:4][C:5]1[S:6][CH:7]=[C:8]2[C:13]=1[C:12](=[O:14])[N:11]([C:15]1[CH:16]=[CH:17][C:18]([Cl:21])=[CH:19][CH:20]=1)[N:10]=[C:9]2[C:22]([OH:24])=[O:23]. (8) Reactant: [CH3:1][Si:2]([CH3:40])([CH3:39])[CH2:3][CH2:4][O:5][CH2:6][N:7]([CH2:31][O:32][CH2:33][CH2:34][Si:35]([CH3:38])([CH3:37])[CH3:36])[C:8]1[N:13]2[N:14]=[CH:15][C:16](I)=[C:12]2[N:11]=[C:10]([CH:18]2[CH2:23][CH2:22][C:21]([CH2:29][OH:30])([C:24]([O:26][CH2:27][CH3:28])=[O:25])[CH2:20][CH2:19]2)[CH:9]=1.[C:41]1([N:47]2[CH:51]=[C:50](B3OC(C)(C)C(C)(C)O3)[CH:49]=[N:48]2)[CH:46]=[CH:45][CH:44]=[CH:43][CH:42]=1.[O-]P([O-])([O-])=O.[K+].[K+].[K+]. Product: [CH3:1][Si:2]([CH3:40])([CH3:39])[CH2:3][CH2:4][O:5][CH2:6][N:7]([CH2:31][O:32][CH2:33][CH2:34][Si:35]([CH3:38])([CH3:37])[CH3:36])[C:8]1[N:13]2[N:14]=[CH:15][C:16]([C:50]3[CH:49]=[N:48][N:47]([C:41]4[CH:42]=[CH:43][CH:44]=[CH:45][CH:46]=4)[CH:51]=3)=[C:12]2[N:11]=[C:10]([CH:18]2[CH2:23][CH2:22][C:21]([CH2:29][OH:30])([C:24]([O:26][CH2:27][CH3:28])=[O:25])[CH2:20][CH2:19]2)[CH:9]=1. The catalyst class is: 38. (9) The catalyst class is: 2. Reactant: [CH3:1][O:2][CH2:3][CH2:4][C:5]1[C:10]([CH2:11]O)=[C:9]([CH3:13])[N:8]=[C:7]([C:14]2[CH:19]=[CH:18][C:17]([C:20]([F:23])([F:22])[F:21])=[CH:16][CH:15]=2)[N:6]=1.S(Cl)([Cl:26])=O. Product: [Cl:26][CH2:11][C:10]1[C:5]([CH2:4][CH2:3][O:2][CH3:1])=[N:6][C:7]([C:14]2[CH:19]=[CH:18][C:17]([C:20]([F:23])([F:22])[F:21])=[CH:16][CH:15]=2)=[N:8][C:9]=1[CH3:13]. (10) Reactant: [C:1]([O:9][C:10]1[C:19]2[C:14](=[CH:15][CH:16]=[CH:17][CH:18]=2)[C:13]([OH:20])=[C:12]([CH3:21])[C:11]=1[CH2:22]/[CH:23]=[C:24](\[CH3:56])/[CH2:25][CH2:26]/[CH:27]=[C:28](\[CH3:55])/[CH2:29][CH2:30]/[CH:31]=[C:32](\[CH3:54])/[CH2:33][CH2:34]/[CH:35]=[C:36](\[CH3:53])/[CH2:37][CH2:38]/[CH:39]=[C:40](\[CH3:52])/[CH2:41][CH2:42]/[CH:43]=[C:44](\[CH3:51])/[CH2:45][CH2:46][CH:47]=[C:48]([CH3:50])[CH3:49])(=[O:8])[C:2]1[CH:7]=[CH:6][CH:5]=[CH:4][CH:3]=1.[P:57](Cl)([O:62][CH2:63][CH3:64])([O:59][CH2:60][CH3:61])=[O:58].CCN(CC)CC. Product: [C:1]([O:9][C:10]1[C:19]2[C:14](=[CH:15][CH:16]=[CH:17][CH:18]=2)[C:13]([O:20][P:57]([O:62][CH2:63][CH3:64])([O:59][CH2:60][CH3:61])=[O:58])=[C:12]([CH3:21])[C:11]=1[CH2:22]/[CH:23]=[C:24](\[CH3:56])/[CH2:25][CH2:26]/[CH:27]=[C:28](\[CH3:55])/[CH2:29][CH2:30]/[CH:31]=[C:32](\[CH3:54])/[CH2:33][CH2:34]/[CH:35]=[C:36](\[CH3:53])/[CH2:37][CH2:38]/[CH:39]=[C:40](\[CH3:52])/[CH2:41][CH2:42]/[CH:43]=[C:44](\[CH3:51])/[CH2:45][CH2:46][CH:47]=[C:48]([CH3:50])[CH3:49])(=[O:8])[C:2]1[CH:3]=[CH:4][CH:5]=[CH:6][CH:7]=1. The catalyst class is: 2.